This data is from Forward reaction prediction with 1.9M reactions from USPTO patents (1976-2016). The task is: Predict the product of the given reaction. (1) Given the reactants [CH3:1][C:2]1[CH:7]=[CH:6][CH:5]=[C:4]([CH3:8])[C:3]=1[N:9]1[C:14]2[N:15]=[C:16](S(C)(=O)=O)[N:17]=[C:18]([C:19]3[CH:24]=[CH:23][C:22]([F:25])=[CH:21][C:20]=3[CH3:26])[C:13]=2[CH:12]=[CH:11][C:10]1=[O:31].[NH2:32][CH:33]([CH2:36][OH:37])[CH2:34][OH:35], predict the reaction product. The product is: [CH3:1][C:2]1[CH:7]=[CH:6][CH:5]=[C:4]([CH3:8])[C:3]=1[N:9]1[C:14]2[N:15]=[C:16]([NH:32][CH:33]([CH2:36][OH:37])[CH2:34][OH:35])[N:17]=[C:18]([C:19]3[CH:24]=[CH:23][C:22]([F:25])=[CH:21][C:20]=3[CH3:26])[C:13]=2[CH2:12][CH2:11][C:10]1=[O:31].[CH3:1][C:2]1[CH:7]=[CH:6][CH:5]=[C:4]([CH3:8])[C:3]=1[N:9]1[C:14]2[N:15]=[C:16]([NH:32][CH:33]([CH2:36][OH:37])[CH2:34][OH:35])[N:17]=[C:18]([C:19]3[CH:24]=[CH:23][C:22]([F:25])=[CH:21][C:20]=3[CH3:26])[C:13]=2[CH:12]=[CH:11][C:10]1=[O:31]. (2) The product is: [CH3:18][O:17][C:16]1[CH:15]=[CH:14][CH:13]=[C:12]([O:19][CH3:20])[C:11]=1[CH:2]1[N:1]([CH2:31][C:22]2[CH:23]=[CH:24][C:25]3[C:30](=[CH:29][CH:28]=[CH:27][CH:26]=3)[N:21]=2)[C:5](=[O:7])[CH:4]([CH3:10])[CH2:3]1. Given the reactants [NH2:1][CH:2]([C:11]1[C:16]([O:17][CH3:18])=[CH:15][CH:14]=[CH:13][C:12]=1[O:19][CH3:20])[CH2:3][CH:4]([CH3:10])[C:5]([O:7]CC)=O.[N:21]1[C:30]2[C:25](=[CH:26][CH:27]=[CH:28][CH:29]=2)[CH:24]=[CH:23][C:22]=1[CH:31]=O, predict the reaction product. (3) Given the reactants [N:1]1[C:10]2[NH:9][CH2:8][CH2:7][CH2:6][C:5]=2[CH:4]=[CH:3][C:2]=1[CH2:11][CH2:12][CH2:13][O:14][C:15]1[CH:28]=[CH:27][C:18]([CH2:19][C@@H:20]([C:22]([O:24][CH2:25][CH3:26])=[O:23])[NH2:21])=[CH:17][CH:16]=1.F[C:30]1[S:31][C:32]2[CH:38]=[CH:37][CH:36]=[CH:35][C:33]=2[N:34]=1, predict the reaction product. The product is: [S:31]1[C:32]2[CH:38]=[CH:37][CH:36]=[CH:35][C:33]=2[N:34]=[C:30]1[NH:21][C@H:20]([C:22]([O:24][CH2:25][CH3:26])=[O:23])[CH2:19][C:18]1[CH:17]=[CH:16][C:15]([O:14][CH2:13][CH2:12][CH2:11][C:2]2[CH:3]=[CH:4][C:5]3[CH2:6][CH2:7][CH2:8][NH:9][C:10]=3[N:1]=2)=[CH:28][CH:27]=1. (4) Given the reactants [F:1][C:2]([F:16])([F:15])[C:3]([NH:5][C@H:6]([C:12]([OH:14])=[O:13])[CH2:7][CH2:8][CH2:9][CH2:10][NH2:11])=[O:4].[CH2:17](O)[C:18]1[CH:23]=[CH:22][CH:21]=[CH:20][CH:19]=1.S(Cl)([Cl:27])=O, predict the reaction product. The product is: [ClH:27].[CH2:17]([O:13][C:12](=[O:14])[C@H:6]([CH2:7][CH2:8][CH2:9][CH2:10][NH2:11])[NH:5][C:3](=[O:4])[C:2]([F:15])([F:16])[F:1])[C:18]1[CH:23]=[CH:22][CH:21]=[CH:20][CH:19]=1. (5) The product is: [ClH:22].[NH:11]1[CH2:12][CH2:13][CH2:14][CH:9]([C:4]2[CH:5]=[CH:6][CH:7]=[CH:8][C:3]=2[C:1]#[N:2])[CH2:10]1. Given the reactants [C:1]([C:3]1[CH:8]=[CH:7][CH:6]=[CH:5][C:4]=1[CH:9]1[CH2:14][CH2:13][CH2:12][N:11](C(OC(C)(C)C)=O)[CH2:10]1)#[N:2].[ClH:22], predict the reaction product. (6) Given the reactants [CH3:1][O:2][C:3]([C:5]1[C@@H:10]([C:11]2[CH:16]=[CH:15][C:14]([C:17]#[N:18])=[CH:13][C:12]=2[CH2:19][C:20](OC)=[O:21])[N:9]2[C:24](=[O:27])[NH:25][N:26]=[C:8]2[N:7]([C:28]2[CH:33]=[CH:32][CH:31]=[C:30]([C:34]([F:37])([F:36])[F:35])[CH:29]=2)[C:6]=1[CH3:38])=[O:4].[BH4-].[Li+], predict the reaction product. The product is: [CH3:1][O:2][C:3]([C:5]1[C@@H:10]([C:11]2[CH:16]=[CH:15][C:14]([C:17]#[N:18])=[CH:13][C:12]=2[CH2:19][CH2:20][OH:21])[N:9]2[C:24](=[O:27])[NH:25][N:26]=[C:8]2[N:7]([C:28]2[CH:33]=[CH:32][CH:31]=[C:30]([C:34]([F:36])([F:37])[F:35])[CH:29]=2)[C:6]=1[CH3:38])=[O:4]. (7) The product is: [CH3:1][O:2][C:3]1[CH:4]=[C:5]([CH:21]=[CH:22][C:23]=1[O:24][CH3:25])[CH2:6][C@H:7]1[C:16]2[C:11](=[CH:12][C:13]([O:19][CH3:20])=[C:14]([O:17][CH3:18])[CH:15]=2)[CH2:10][CH2:9][N:8]1[CH2:27][C:28]([NH:31][C@H:32]1[C:40]2[C:35](=[CH:36][CH:37]=[CH:38][CH:39]=2)[CH2:34][CH2:33]1)=[O:29]. Given the reactants [CH3:1][O:2][C:3]1[CH:4]=[C:5]([CH:21]=[CH:22][C:23]=1[O:24][CH3:25])[CH2:6][C@H:7]1[C:16]2[C:11](=[CH:12][C:13]([O:19][CH3:20])=[C:14]([O:17][CH3:18])[CH:15]=2)[CH2:10][CH2:9][NH:8]1.Br[CH2:27][C:28](Br)=[O:29].[NH2:31][C@H:32]1[C:40]2[C:35](=[CH:36][CH:37]=[CH:38][CH:39]=2)[CH2:34][CH2:33]1, predict the reaction product. (8) Given the reactants [C:1]([O:5][C:6]([CH:8]1[CH2:14][CH2:13][C:12]2[CH:15]=[CH:16][C:17]([O:19][CH3:20])=[CH:18][C:11]=2[NH:10][C:9]1=[O:21])=[O:7])([CH3:4])([CH3:3])[CH3:2].C(=O)([O-])[O-].[Cs+].[Cs+].I[CH2:29][C:30]#[N:31].O, predict the reaction product. The product is: [C:1]([O:5][C:6]([CH:8]1[CH2:14][CH2:13][C:12]2[CH:15]=[CH:16][C:17]([O:19][CH3:20])=[CH:18][C:11]=2[N:10]([CH2:29][C:30]#[N:31])[C:9]1=[O:21])=[O:7])([CH3:4])([CH3:3])[CH3:2]. (9) Given the reactants C(Cl)(=O)C(Cl)=O.CS(C)=O.[C:11]([Si:15]([CH3:30])([CH3:29])[O:16][CH2:17][CH:18]([OH:28])[CH2:19][NH:20][C:21](=[O:27])[O:22][C:23]([CH3:26])([CH3:25])[CH3:24])([CH3:14])([CH3:13])[CH3:12].C(N(CC)CC)C, predict the reaction product. The product is: [Si:15]([O:16][CH2:17][C:18](=[O:28])[CH2:19][NH:20][C:21](=[O:27])[O:22][C:23]([CH3:26])([CH3:25])[CH3:24])([C:11]([CH3:14])([CH3:13])[CH3:12])([CH3:30])[CH3:29].